Task: Predict the product of the given reaction.. Dataset: Forward reaction prediction with 1.9M reactions from USPTO patents (1976-2016) (1) Given the reactants [Br:1][C:2]1[C:3]([CH3:9])=[C:4]([OH:8])[CH:5]=[CH:6][CH:7]=1.N1C=CN=C1.CN(C=O)C.[Si:20](Cl)([C:23]([CH3:26])([CH3:25])[CH3:24])([CH3:22])[CH3:21], predict the reaction product. The product is: [Br:1][C:2]1[C:3]([CH3:9])=[C:4]([CH:5]=[CH:6][CH:7]=1)[O:8][Si:20]([C:23]([CH3:26])([CH3:25])[CH3:24])([CH3:22])[CH3:21]. (2) Given the reactants [Cl:1][C:2]1[CH:3]=[CH:4][C:5]([C:8]2[N:12]([C:13]3[CH:14]=[N:15][CH:16]=[CH:17][CH:18]=3)[N:11]=[C:10]([C:19]([OH:21])=O)[CH:9]=2)=[N:6][CH:7]=1.[C:22]([NH2:26])([CH3:25])([CH3:24])[CH3:23], predict the reaction product. The product is: [C:22]([NH:26][C:19]([C:10]1[CH:9]=[C:8]([C:5]2[CH:4]=[CH:3][C:2]([Cl:1])=[CH:7][N:6]=2)[N:12]([C:13]2[CH:14]=[N:15][CH:16]=[CH:17][CH:18]=2)[N:11]=1)=[O:21])([CH3:25])([CH3:24])[CH3:23]. (3) Given the reactants C[N:2](C)[CH:3]=[N:4][C:5]([C:7]1[CH:8]=[C:9]2[N:15]([N:16]=1)[C:14]1[CH:17]=[C:18]([Br:21])[CH:19]=[CH:20][C:13]=1[O:12][CH2:11][CH2:10]2)=O.Cl.[CH:24]([NH:27]N)([CH3:26])[CH3:25], predict the reaction product. The product is: [Br:21][C:18]1[CH:19]=[CH:20][C:13]2[O:12][CH2:11][CH2:10][C:9]3[N:15]([N:16]=[C:7]([C:5]4[N:27]([CH:24]([CH3:26])[CH3:25])[N:2]=[CH:3][N:4]=4)[CH:8]=3)[C:14]=2[CH:17]=1. (4) Given the reactants [CH2:1]1[CH2:11][CH2:10][N:9]2C(=[N:9][CH2:10][CH2:11][CH2:1]2)CC1.[C:12]([O:16][C:17](=[O:21])CC#N)([CH3:15])([CH3:14])[CH3:13].I[CH3:23], predict the reaction product. The product is: [C:12]([O:16][C:17](=[O:21])[C:11]([C:10]#[N:9])([CH3:1])[CH3:23])([CH3:15])([CH3:14])[CH3:13]. (5) Given the reactants O[C:2]1[CH:3]=[C:4]2[C:9](=[CH:10][CH:11]=1)[C:8]([C:12]([O:14][CH3:15])=[O:13])=[CH:7][CH:6]=[CH:5]2.[Cl:16][C:17]1[CH:22]=[C:21]([N+]([O-])=O)[CH:20]=[CH:19][N:18]=1.C(=O)([O-])[O-:27].[K+].[K+].O, predict the reaction product. The product is: [Cl:16][C:17]1[CH:22]=[C:21]([O:27][C:6]2[CH:7]=[C:8]([C:12]([O:14][CH3:15])=[O:13])[C:9]3[C:4]([CH:5]=2)=[CH:3][CH:2]=[CH:11][CH:10]=3)[CH:20]=[CH:19][N:18]=1.